Dataset: Forward reaction prediction with 1.9M reactions from USPTO patents (1976-2016). Task: Predict the product of the given reaction. (1) Given the reactants [CH2:1]([O:5][C:6]([C@@H:8]1[CH2:13][CH2:12][C@H:11]([C:14]([OH:16])=O)[CH2:10][CH2:9]1)=[O:7])[CH2:2][CH2:3][CH3:4].S(Cl)(Cl)=O.[CH3:21][Li].[Cl-].[NH4+], predict the reaction product. The product is: [C:14]([C@@H:11]1[CH2:10][CH2:9][C@H:8]([C:6]([O:5][CH2:1][CH2:2][CH2:3][CH3:4])=[O:7])[CH2:13][CH2:12]1)(=[O:16])[CH3:21]. (2) The product is: [CH3:3][C:4]12[C:15](=[O:16])[N:14]([CH2:19][C:20]([OH:22])=[O:21])[C:12]3[C:13]1=[C:8]([CH:9]=[CH:10][CH:11]=3)[NH:7][C:6](=[O:17])[CH2:5]2. Given the reactants [H-].[Na+].[CH3:3][C:4]12[C:15](=[O:16])[NH:14][C:12]3[C:13]1=[C:8]([CH:9]=[CH:10][CH:11]=3)[NH:7][C:6](=[O:17])[CH2:5]2.Br[CH2:19][C:20]([O:22]C(C)(C)C)=[O:21], predict the reaction product.